From a dataset of Forward reaction prediction with 1.9M reactions from USPTO patents (1976-2016). Predict the product of the given reaction. (1) Given the reactants I[C:2]1[C:3]2[O:10][C:9]([CH2:11][OH:12])=[CH:8][C:4]=2[CH:5]=[N:6][CH:7]=1.[CH2:13]([O:15][C:16]([C:18]1[CH:19]=[C:20](B(O)O)[CH:21]=[CH:22][CH:23]=1)=[O:17])[CH3:14].P([O-])([O-])([O-])=O.[K+].[K+].[K+].C1(P(C2CCCCC2)C2C=CC=CC=2C2C(C(C)C)=CC(C(C)C)=CC=2C(C)C)CCCCC1, predict the reaction product. The product is: [OH:12][CH2:11][C:9]1[O:10][C:3]2[C:2]([C:22]3[CH:23]=[C:18]([CH:19]=[CH:20][CH:21]=3)[C:16]([O:15][CH2:13][CH3:14])=[O:17])=[CH:7][N:6]=[CH:5][C:4]=2[CH:8]=1. (2) Given the reactants [OH:1][C:2]1[CH:7]=[CH:6][C:5]([C:8]([C:10]2[CH:15]=[CH:14][CH:13]=[CH:12][N:11]=2)=[O:9])=[CH:4][CH:3]=1.C(=O)([O-])[O-].[Cs+].[Cs+].[Cl:22][C:23]1[C:28](Cl)=[N:27][CH:26]=[CH:25][N:24]=1, predict the reaction product. The product is: [Cl:22][C:23]1[C:28]([O:1][C:2]2[CH:7]=[CH:6][C:5]([C:8]([C:10]3[CH:15]=[CH:14][CH:13]=[CH:12][N:11]=3)=[O:9])=[CH:4][CH:3]=2)=[N:27][CH:26]=[CH:25][N:24]=1. (3) Given the reactants [Cl:1][C:2]1[C:3]([CH3:60])=[C:4]([C:18]2[C:26]3[C:25]([O:27][C@H:28]([CH2:34][C:35]4[CH:40]=[CH:39][CH:38]=[CH:37][C:36]=4[O:41][CH2:42][C:43]4[N:44]([CH2:48][C:49]([F:52])([F:51])[F:50])[N:45]=[CH:46][CH:47]=4)[C:29]([O:31][CH2:32][CH3:33])=[O:30])=[N:24][CH:23]=[N:22][C:21]=3[S:20][C:19]=2[C:53]2[CH:54]=[N:55][C:56](F)=[CH:57][CH:58]=2)[CH:5]=[CH:6][C:7]=1[O:8][CH2:9][CH2:10][N:11]1[CH2:16][CH2:15][N:14]([CH3:17])[CH2:13][CH2:12]1.[CH3:61][O:62][CH2:63][CH2:64][OH:65].C(=O)([O-])[O-].[Cs+].[Cs+], predict the reaction product. The product is: [Cl:1][C:2]1[C:3]([CH3:60])=[C:4]([C:18]2[C:26]3[C:25]([O:27][C@H:28]([CH2:34][C:35]4[CH:40]=[CH:39][CH:38]=[CH:37][C:36]=4[O:41][CH2:42][C:43]4[N:44]([CH2:48][C:49]([F:52])([F:50])[F:51])[N:45]=[CH:46][CH:47]=4)[C:29]([O:31][CH2:32][CH3:33])=[O:30])=[N:24][CH:23]=[N:22][C:21]=3[S:20][C:19]=2[C:53]2[CH:54]=[N:55][C:56]([O:65][CH2:64][CH2:63][O:62][CH3:61])=[CH:57][CH:58]=2)[CH:5]=[CH:6][C:7]=1[O:8][CH2:9][CH2:10][N:11]1[CH2:16][CH2:15][N:14]([CH3:17])[CH2:13][CH2:12]1. (4) Given the reactants [C:1]1([S:7](Cl)(=[O:9])=[O:8])[CH:6]=[CH:5][CH:4]=[CH:3][CH:2]=1.[NH2:11][C:12]1[C:13]([Cl:19])=[N:14][CH:15]=[C:16]([Br:18])[CH:17]=1.N1C=CC=CC=1, predict the reaction product. The product is: [Br:18][C:16]1[CH:17]=[C:12]([NH:11][S:7]([C:1]2[CH:6]=[CH:5][CH:4]=[CH:3][CH:2]=2)(=[O:9])=[O:8])[C:13]([Cl:19])=[N:14][CH:15]=1. (5) The product is: [CH3:8][C:6]1[C:5]([N+:9]([O-:11])=[O:10])=[CH:4][N:3]=[C:2]([CH2:1][OH:13])[CH:7]=1. Given the reactants [CH3:1][C:2]1[CH:7]=[C:6]([CH3:8])[C:5]([N+:9]([O-:11])=[O:10])=[CH:4][N:3]=1.[Se]=[O:13].[BH4-].[Na+], predict the reaction product. (6) Given the reactants Br.[N:2]1([C:11]2[C:12]3[CH:19]=[CH:18][NH:17][C:13]=3[N:14]=[CH:15][N:16]=2)[CH:10]2[CH:5]([NH:6][CH2:7][CH2:8][CH2:9]2)[CH2:4][CH2:3]1.CC[NH+](CC)CC.CC[NH+](CC)CC.C([O-])([O-])=O, predict the reaction product. The product is: [N:2]1([C:11]2[C:12]3[CH:19]=[CH:18][NH:17][C:13]=3[N:14]=[CH:15][N:16]=2)[CH:10]2[CH:5]([NH:6][CH2:7][CH2:8][CH2:9]2)[CH2:4][CH2:3]1.